Dataset: Catalyst prediction with 721,799 reactions and 888 catalyst types from USPTO. Task: Predict which catalyst facilitates the given reaction. (1) Reactant: [Cl:1][C:2]1[N:7]=[C:6]([C:8](OC)=[O:9])[CH:5]=[C:4]([N:12]2[CH2:17][CH2:16][CH:15]([C:18]3[CH:27]=[N:26][C:25]4[C:20](=[CH:21][C:22]([C:28]5[CH:29]=[N:30][N:31]([CH3:33])[CH:32]=5)=[CH:23][CH:24]=4)[N:19]=3)[CH2:14][CH2:13]2)[N:3]=1.[CH3:34][CH2:35][N:36](C(C)C)C(C)C.C(N)C. Product: [Cl:1][C:2]1[N:7]=[C:6]([C:8]([NH:36][CH2:35][CH3:34])=[O:9])[CH:5]=[C:4]([N:12]2[CH2:17][CH2:16][CH:15]([C:18]3[CH:27]=[N:26][C:25]4[C:20](=[CH:21][C:22]([C:28]5[CH:29]=[N:30][N:31]([CH3:33])[CH:32]=5)=[CH:23][CH:24]=4)[N:19]=3)[CH2:14][CH2:13]2)[N:3]=1. The catalyst class is: 5. (2) Reactant: [OH-].[Na+].[F:3][C:4]1[CH:9]=[C:8]([I:10])[CH:7]=[CH:6][C:5]=1[NH:11][C:12]1[CH:13]=[N:14][CH:15]=[C:16]([C:27]2[CH:32]=[CH:31][CH:30]=[CH:29][C:28]=2[F:33])[C:17]=1[C:18]1[N:19]=[N:20][NH:21][C:22]=1[Si](C)(C)C. Product: [F:3][C:4]1[CH:9]=[C:8]([I:10])[CH:7]=[CH:6][C:5]=1[NH:11][C:12]1[CH:13]=[N:14][CH:15]=[C:16]([C:27]2[CH:32]=[CH:31][CH:30]=[CH:29][C:28]=2[F:33])[C:17]=1[C:18]1[N:19]=[N:20][NH:21][CH:22]=1. The catalyst class is: 5. (3) Reactant: [Cl-:1].[NH4+:2].CO[C:5]1[CH2:6][CH:7]([CH2:10][CH2:11][CH3:12])[CH2:8][N:9]=1. Product: [Cl-:1].[CH2:10]([CH:7]1[CH2:8][NH:9][C:5](=[NH2+:2])[CH2:6]1)[CH2:11][CH3:12]. The catalyst class is: 8. (4) Reactant: Cl.Cl.[NH2:3][CH2:4][C:5]1[C:6]([C:22]2[CH:27]=[CH:26][C:25]([CH3:28])=[CH:24][CH:23]=2)=[C:7]([CH2:18][C:19]([OH:21])=[O:20])[C:8]([CH2:16][CH3:17])=[N:9][C:10]=1[CH2:11][C:12]([CH3:15])([CH3:14])[CH3:13].[OH-].[Na+]. Product: [NH2:3][CH2:4][C:5]1[C:6]([C:22]2[CH:27]=[CH:26][C:25]([CH3:28])=[CH:24][CH:23]=2)=[C:7]([CH2:18][C:19]([OH:21])=[O:20])[C:8]([CH2:16][CH3:17])=[N:9][C:10]=1[CH2:11][C:12]([CH3:14])([CH3:15])[CH3:13]. The catalyst class is: 6. (5) Reactant: [NH:1]([C:3]1[CH:11]=[CH:10][C:6]([C:7]([OH:9])=[O:8])=[CH:5][CH:4]=1)N.[O:12]1[CH2:17][CH2:16][CH:15]([CH:18]2[CH2:23][CH2:22][C:21](=O)[CH2:20][CH2:19]2)[CH2:14][CH2:13]1. Product: [O:12]1[CH2:17][CH2:16][CH:15]([CH:18]2[CH2:19][C:20]3[C:11]4[C:3](=[CH:4][CH:5]=[C:6]([C:7]([OH:9])=[O:8])[CH:10]=4)[NH:1][C:21]=3[CH2:22][CH2:23]2)[CH2:14][CH2:13]1. The catalyst class is: 393. (6) Reactant: [C:1]([C:4]1[CH:5]=[C:6]([C:10]([C:12]2[N:20]3[C:15]([CH:16]=[C:17]([CH:21]([CH3:23])[CH3:22])[CH:18]=[CH:19]3)=[C:14]([C:24](=[O:29])[C:25]([CH3:28])([CH3:27])[CH3:26])[C:13]=2[CH2:30][C:31]([CH3:37])([CH3:36])[C:32]([O:34]C)=[O:33])=[O:11])[CH:7]=[CH:8][CH:9]=1)(=[O:3])[NH2:2].Cl. Product: [C:1]([C:4]1[CH:5]=[C:6]([C:10]([C:12]2[N:20]3[C:15]([CH:16]=[C:17]([CH:21]([CH3:22])[CH3:23])[CH:18]=[CH:19]3)=[C:14]([C:24](=[O:29])[C:25]([CH3:26])([CH3:27])[CH3:28])[C:13]=2[CH2:30][C:31]([CH3:37])([CH3:36])[C:32]([OH:34])=[O:33])=[O:11])[CH:7]=[CH:8][CH:9]=1)(=[O:3])[NH2:2]. The catalyst class is: 273. (7) Reactant: BrBr.C(OC([NH:10][C:11]1[CH:16]=[C:15]([CH2:17][C:18]([C:20]2[CH:25]=[CH:24][CH:23]=[C:22]([CH3:26])[CH:21]=2)=O)[CH:14]=[CH:13][N:12]=1)=O)(C)(C)C.[C:27]([NH2:30])(=[S:29])[CH3:28].C(=O)([O-])O.[Na+]. Product: [CH3:28][C:27]1[S:29][C:17]([C:15]2[CH:14]=[CH:13][N:12]=[C:11]([NH2:10])[CH:16]=2)=[C:18]([C:20]2[CH:25]=[CH:24][CH:23]=[C:22]([CH3:26])[CH:21]=2)[N:30]=1. The catalyst class is: 15. (8) Reactant: [NH2:1][C:2]1[CH:7]=[CH:6][C:5]([OH:8])=[CH:4][CH:3]=1.[C:9](Cl)(=O)[O:10]C1C=CC([N+]([O-])=O)=CC=1.[CH:22]1([CH2:25][NH2:26])[CH2:24][CH2:23]1.C(N(CC)CC)C. Product: [CH:22]1([CH2:25][NH:26][C:9]([NH:1][C:2]2[CH:7]=[CH:6][C:5]([OH:8])=[CH:4][CH:3]=2)=[O:10])[CH2:24][CH2:23]1. The catalyst class is: 4.